Task: Predict the reactants needed to synthesize the given product.. Dataset: Full USPTO retrosynthesis dataset with 1.9M reactions from patents (1976-2016) Given the product [Br:35][C:30]1[CH:31]=[C:32]2[C:27](=[CH:28][CH:29]=1)[N:26]=[C:25]([NH:12][C:11]1[CH:13]=[C:14]([C:16]3[CH:17]=[N:18][N:19]([CH3:21])[CH:20]=3)[CH:15]=[C:9]([CH2:8][N:6]3[CH2:7][CH:2]([CH3:1])[O:3][CH:4]([CH3:22])[CH2:5]3)[CH:10]=1)[N:34]=[CH:33]2, predict the reactants needed to synthesize it. The reactants are: [CH3:1][CH:2]1[CH2:7][N:6]([CH2:8][C:9]2[CH:10]=[C:11]([CH:13]=[C:14]([C:16]3[CH:17]=[N:18][N:19]([CH3:21])[CH:20]=3)[CH:15]=2)[NH2:12])[CH2:5][CH:4]([CH3:22])[O:3]1.Cl.Cl[C:25]1[N:34]=[CH:33][C:32]2[C:27](=[CH:28][CH:29]=[C:30]([Br:35])[CH:31]=2)[N:26]=1.